From a dataset of Full USPTO retrosynthesis dataset with 1.9M reactions from patents (1976-2016). Predict the reactants needed to synthesize the given product. (1) The reactants are: [NH2:1][C:2]1[CH:7]=[C:6]([C:8]([O:10][CH3:11])=[O:9])[CH:5]=[C:4]([CH3:12])[C:3]=1[C:13]([O:15][CH3:16])=[O:14].C(=O)(O)[O-].[Na+].[C:22](Cl)(Cl)=[S:23]. Given the product [N:1]([C:2]1[CH:7]=[C:6]([C:8]([O:10][CH3:11])=[O:9])[CH:5]=[C:4]([CH3:12])[C:3]=1[C:13]([O:15][CH3:16])=[O:14])=[C:22]=[S:23], predict the reactants needed to synthesize it. (2) Given the product [F:20][C:21]1[CH:30]=[C:29]([I:31])[CH:28]=[CH:27][C:22]=1[NH:23][C:24]1[N:25]([CH3:26])[C:8](=[O:10])[C:7]2[CH:13]=[CH:14][CH:15]=[N:16][C:6]=2[C:5]=1[C:4]([O:3][CH2:1][CH3:2])=[O:17], predict the reactants needed to synthesize it. The reactants are: [CH2:1]([O:3][C:4](=[O:17])[CH2:5][C:6]1[N:16]=[CH:15][CH:14]=[CH:13][C:7]=1[C:8]([O:10]CC)=O)[CH3:2].[H-].[Na+].[F:20][C:21]1[CH:30]=[C:29]([I:31])[CH:28]=[CH:27][C:22]=1[N:23]=[C:24]=[N:25][CH3:26]. (3) Given the product [C:1]([O:5][CH:6]([C:11]1[C:16]([CH3:17])=[CH:15][CH:14]=[C:13]([CH3:18])[C:12]=1[C:19]1[CH:20]=[CH:21][C:22]2[O:27][CH2:26][CH2:25][CH2:24][C:23]=2[CH:28]=1)[C:7]([OH:9])=[O:8])([CH3:4])([CH3:2])[CH3:3], predict the reactants needed to synthesize it. The reactants are: [C:1]([O:5][CH:6]([C:11]1[C:16]([CH3:17])=[CH:15][CH:14]=[C:13]([CH3:18])[C:12]=1[C:19]1[CH:20]=[CH:21][C:22]2[O:27][CH2:26][CH2:25][CH2:24][C:23]=2[CH:28]=1)[C:7]([O:9]C)=[O:8])([CH3:4])([CH3:3])[CH3:2].CO.[OH-].[Li+].Cl.